The task is: Predict the reaction yield, written as a fraction of the theoretical maximum amount of product (1.0 means a 100% yield; for example, 0.34 means a 34% yield).. This data is from Reaction yield outcomes from USPTO patents with 853,638 reactions. (1) The reactants are CCN=C=NCCCN(C)C.[Cl:12][C:13]1[CH:18]=[C:17]([F:19])[CH:16]=[CH:15][C:14]=1[C:20]1[CH:25]=[C:24]([C:26]2[S:30][CH:29]=[N:28][CH:27]=2)[CH:23]=[C:22]([C:31](O)=[O:32])[CH:21]=1.C1C=[CH:36][C:37]2[N:42](O)N=N[C:38]=2C=1.CN1[C:49](=[O:50])CCC1. The catalyst is C(Cl)Cl.CN(C=O)C. The product is [CH3:49][O:50][CH2:36][CH:37]([NH:42][C:31]([C:22]1[CH:21]=[C:20]([C:14]2[CH:15]=[CH:16][C:17]([F:19])=[CH:18][C:13]=2[Cl:12])[CH:25]=[C:24]([C:26]2[S:30][CH:29]=[N:28][CH:27]=2)[CH:23]=1)=[O:32])[CH3:38]. The yield is 0.860. (2) The reactants are Cl[C:2]1[CH:3]=[C:4]2[CH:10]=[C:9]([CH:11]3[CH2:14][CH2:13][CH2:12]3)[NH:8][C:5]2=[CH:6][N:7]=1.[NH3:15].O. The catalyst is CCO. The product is [CH:11]1([C:9]2[NH:8][C:5]3=[CH:6][N:7]=[C:2]([NH2:15])[CH:3]=[C:4]3[CH:10]=2)[CH2:14][CH2:13][CH2:12]1. The yield is 0.220. (3) The reactants are [C:1]([O:5][C:6]([N:8]([CH2:14][C:15]1[CH:26]=[C:25]([O:27][CH3:28])[CH:24]=[CH:23][C:16]=1[CH:17]=[CH:18][C:19]([O:21][CH3:22])=[O:20])[CH2:9][C:10]([F:13])([F:12])[F:11])=[O:7])([CH3:4])([CH3:3])[CH3:2]. The catalyst is CO.[Pd]. The product is [C:1]([O:5][C:6]([N:8]([CH2:14][C:15]1[CH:26]=[C:25]([O:27][CH3:28])[CH:24]=[CH:23][C:16]=1[CH2:17][CH2:18][C:19]([O:21][CH3:22])=[O:20])[CH2:9][C:10]([F:11])([F:12])[F:13])=[O:7])([CH3:3])([CH3:4])[CH3:2]. The yield is 0.950. (4) The reactants are Cl.[NH2:2][C:3]1[CH:8]=[CH:7][C:6]([CH2:9][CH2:10][O:11][C:12]2[CH:17]=[CH:16][C:15]([CH2:18][C@H:19]([O:23][CH2:24][CH3:25])[C:20]([OH:22])=[O:21])=[CH:14][CH:13]=2)=[CH:5][CH:4]=1.C(=O)([O-])O.[Na+].[C:31]([C:35]1[CH:43]=[CH:42][C:38]([C:39](Cl)=[O:40])=[CH:37][CH:36]=1)([CH3:34])([CH3:33])[CH3:32].ClCCl. The catalyst is O1CCCC1.CO.ClCCl. The product is [C:31]([C:35]1[CH:36]=[CH:37][C:38]([C:39]([NH:2][C:3]2[CH:4]=[CH:5][C:6]([CH2:9][CH2:10][O:11][C:12]3[CH:17]=[CH:16][C:15]([CH2:18][C@H:19]([O:23][CH2:24][CH3:25])[C:20]([OH:22])=[O:21])=[CH:14][CH:13]=3)=[CH:7][CH:8]=2)=[O:40])=[CH:42][CH:43]=1)([CH3:34])([CH3:32])[CH3:33]. The yield is 0.890. (5) The yield is 0.230. The product is [Br:18][C:10]1[CH:9]=[C:8]2[C:4]([C:5]([CH:11]3[CH2:15][C:14](=[O:16])[NH:13][C:12]3=[O:17])=[CH:6][NH:7]2)=[CH:3][C:2]=1[F:1]. No catalyst specified. The reactants are [F:1][C:2]1[CH:3]=[C:4]2[C:8](=[CH:9][CH:10]=1)[NH:7][CH:6]=[C:5]2[CH:11]1[CH2:15][C:14](=[O:16])[NH:13][C:12]1=[O:17].[Br:18]C1C=C2C(C=CN2)=CC=1F.C1(=O)NC(=O)C=C1. (6) The reactants are [Cl:1][C:2]1[C:18]([Cl:19])=[CH:17][C:5]([O:6][C:7]2[CH:12]=[C:11]([O:13][CH2:14][CH2:15][NH2:16])[CH:10]=[CH:9][N:8]=2)=[C:4]([I:20])[CH:3]=1.CCN(CC)CC.Cl[CH2:29][CH2:30][S:31](Cl)(=[O:33])=[O:32]. The catalyst is C(Cl)Cl. The product is [Cl:1][C:2]1[C:18]([Cl:19])=[CH:17][C:5]([O:6][C:7]2[CH:12]=[C:11]([O:13][CH2:14][CH2:15][NH:16][S:31]([CH:30]=[CH2:29])(=[O:33])=[O:32])[CH:10]=[CH:9][N:8]=2)=[C:4]([I:20])[CH:3]=1. The yield is 0.560. (7) The reactants are [Br-].[C:2]([CH2:5][CH2:6][CH2:7][P+](C1C=CC=CC=1)(C1C=CC=CC=1)C1C=CC=CC=1)([OH:4])=[O:3].[F:27][C:28]1[C:35]([O:36][CH3:37])=[CH:34][CH:33]=[CH:32][C:29]=1[CH:30]=O. The catalyst is C1COCC1. The product is [F:27][C:28]1[C:35]([O:36][CH3:37])=[CH:34][CH:33]=[CH:32][C:29]=1[CH:30]=[CH:7][CH2:6][CH2:5][C:2]([OH:4])=[O:3]. The yield is 0.920. (8) The reactants are [Br:1][C:2]1[C:14](=[O:15])[N:13]([CH:16]2[CH2:20][CH2:19][CH2:18][CH2:17]2)[C:5]2[N:6]=[C:7](S(C)=O)[N:8]=[CH:9][C:4]=2[C:3]=1[CH3:21].[C:22]([O:26][C:27]([N:29]1[CH2:34][CH2:33][N:32]([C:35]2[CH:36]=[N:37][C:38]([NH2:41])=[CH:39][CH:40]=2)[CH2:31][C:30]1([CH3:43])[CH3:42])=[O:28])([CH3:25])([CH3:24])[CH3:23]. The catalyst is C1(C)C=CC=CC=1. The product is [C:22]([O:26][C:27]([N:29]1[CH2:34][CH2:33][N:32]([C:35]2[CH:36]=[N:37][C:38]([NH:41][C:7]3[N:8]=[CH:9][C:4]4[C:3]([CH3:21])=[C:2]([Br:1])[C:14](=[O:15])[N:13]([CH:16]5[CH2:20][CH2:19][CH2:18][CH2:17]5)[C:5]=4[N:6]=3)=[CH:39][CH:40]=2)[CH2:31][C:30]1([CH3:43])[CH3:42])=[O:28])([CH3:25])([CH3:23])[CH3:24]. The yield is 0.318. (9) The reactants are Cl[C:2]1[C:11]2[C:6](=[CH:7][CH:8]=[C:9]([F:12])[CH:10]=2)[C:5]([O:13][CH3:14])=[CH:4][N:3]=1.[F-:15].[Cs+]. The catalyst is CS(C)=O.O. The product is [F:15][C:2]1[C:11]2[C:6](=[CH:7][CH:8]=[C:9]([F:12])[CH:10]=2)[C:5]([O:13][CH3:14])=[CH:4][N:3]=1. The yield is 0.490.